This data is from Forward reaction prediction with 1.9M reactions from USPTO patents (1976-2016). The task is: Predict the product of the given reaction. (1) Given the reactants [C:1]1([C:30]2[CH:35]=[CH:34][CH:33]=[CH:32][CH:31]=2)[CH:6]=[CH:5][C:4]([C:7]([NH:9][CH2:10][CH2:11][O:12][C:13]2[CH:18]=[CH:17][C:16]([CH2:19][CH:20]([CH2:26][CH2:27][CH2:28][CH3:29])[C:21]([O:23]CC)=[O:22])=[CH:15][CH:14]=2)=[O:8])=[CH:3][CH:2]=1.[OH-].[Na+], predict the reaction product. The product is: [C:1]1([C:30]2[CH:31]=[CH:32][CH:33]=[CH:34][CH:35]=2)[CH:6]=[CH:5][C:4]([C:7]([NH:9][CH2:10][CH2:11][O:12][C:13]2[CH:18]=[CH:17][C:16]([CH2:19][CH:20]([CH2:26][CH2:27][CH2:28][CH3:29])[C:21]([OH:23])=[O:22])=[CH:15][CH:14]=2)=[O:8])=[CH:3][CH:2]=1. (2) Given the reactants [C:1]1([C:17]2[CH:22]=[CH:21][CH:20]=[CH:19][CH:18]=2)[CH:6]=[CH:5][CH:4]=[CH:3][C:2]=1[C:7]([N:9]1[CH2:16][CH:15]2[CH:11]([CH2:12][NH:13][CH2:14]2)[CH2:10]1)=[O:8].Cl[C:24]1[N:29]=[C:28]([CH3:30])[CH:27]=[CH:26][N:25]=1, predict the reaction product. The product is: [C:1]1([C:17]2[CH:22]=[CH:21][CH:20]=[CH:19][CH:18]=2)[CH:6]=[CH:5][CH:4]=[CH:3][C:2]=1[C:7]([N:9]1[CH2:10][CH:11]2[CH:15]([CH2:14][N:13]([C:24]3[N:29]=[C:28]([CH3:30])[CH:27]=[CH:26][N:25]=3)[CH2:12]2)[CH2:16]1)=[O:8]. (3) Given the reactants [CH3:1][O:2][C:3]1[CH:4]=[C:5]([OH:9])[CH:6]=[CH:7][CH:8]=1.CC(C)([O-])C.[K+].CC1C=CC(S(O[CH2:27][C@@H:28]2[CH2:37][CH2:36][C:35]3[C:30](=[CH:31][CH:32]=[C:33]([C@H:38]4[CH2:47][CH2:46][C@@:40]5([NH:44][C:43](=[O:45])[O:42][CH2:41]5)[CH2:39]4)[CH:34]=3)[CH2:29]2)(=O)=O)=CC=1, predict the reaction product. The product is: [CH3:1][O:2][C:3]1[CH:4]=[C:5]([CH:6]=[CH:7][CH:8]=1)[O:9][CH2:27][C@@H:28]1[CH2:37][CH2:36][C:35]2[CH:34]=[C:33]([C@H:38]3[CH2:47][CH2:46][C@@:40]4([NH:44][C:43](=[O:45])[O:42][CH2:41]4)[CH2:39]3)[CH:32]=[CH:31][C:30]=2[CH2:29]1.